Predict which catalyst facilitates the given reaction. From a dataset of Catalyst prediction with 721,799 reactions and 888 catalyst types from USPTO. (1) Reactant: C([O:8][C:9]1[CH:18]=[CH:17][C:12]([C:13]([O:15][CH3:16])=[O:14])=[CH:11][C:10]=1[C:19]1[C:23]([CH3:25])([CH3:24])[CH2:22][CH2:21][CH:20]=1)C1C=CC=CC=1. Product: [CH3:24][C:23]1([CH3:25])[CH2:22][CH2:21][CH2:20][CH:19]1[C:10]1[CH:11]=[C:12]([CH:17]=[CH:18][C:9]=1[OH:8])[C:13]([O:15][CH3:16])=[O:14]. The catalyst class is: 19. (2) Reactant: Cl[C:2]1[C:11]2[C:6](=[CH:7][CH:8]=[C:9]([O:12][CH3:13])[CH:10]=2)[N:5]=[CH:4][C:3]=1[C:14]([O:16][CH2:17][CH3:18])=[O:15].[NH3:19]. Product: [NH2:19][C:2]1[C:11]2[C:6](=[CH:7][CH:8]=[C:9]([O:12][CH3:13])[CH:10]=2)[N:5]=[CH:4][C:3]=1[C:14]([O:16][CH2:17][CH3:18])=[O:15]. The catalyst class is: 32. (3) Reactant: IC1C=CC(C2CCCC(=O)C2)=CC=1.I[C:16]1[CH:21]=[CH:20][C:19]([CH:22]2[CH2:27][CH2:26][CH2:25][CH:24]([NH:28][CH:29]([C:31]3[C:40]4[C:35](=[CH:36][CH:37]=[CH:38][CH:39]=4)[CH:34]=[CH:33][CH:32]=3)[CH3:30])[CH2:23]2)=[CH:18][CH:17]=1.C([Mg]Cl)(C)C.[C:46]1(=[O:51])[CH2:50][CH2:49][CH2:48][CH2:47]1. Product: [C:31]1([C@H:29]([NH:28][CH:24]2[CH2:25][CH2:26][CH2:27][CH:22]([C:19]3[CH:20]=[CH:21][C:16]([C:46]4([OH:51])[CH2:50][CH2:49][CH2:48][CH2:47]4)=[CH:17][CH:18]=3)[CH2:23]2)[CH3:30])[C:40]2[C:35](=[CH:36][CH:37]=[CH:38][CH:39]=2)[CH:34]=[CH:33][CH:32]=1. The catalyst class is: 1. (4) Reactant: [Cl:1][C:2]1[CH:3]=[C:4]([C:13]2[O:14][C:15]3[CH2:21][CH:20]([O:22][CH2:23][C:24](N4CCOCC4)=[O:25])[CH2:19][CH2:18][C:16]=3[N:17]=2)[CH:5]=[CH:6][C:7]=1[O:8][CH2:9][CH:10]1[CH2:12][CH2:11]1.[CH3:32][Mg]Br.[Cl-].[NH4+]. Product: [Cl:1][C:2]1[CH:3]=[C:4]([C:13]2[O:14][C:15]3[CH2:21][CH:20]([O:22][CH2:23][CH:24]([OH:25])[CH3:32])[CH2:19][CH2:18][C:16]=3[N:17]=2)[CH:5]=[CH:6][C:7]=1[O:8][CH2:9][CH:10]1[CH2:11][CH2:12]1. The catalyst class is: 1. (5) Reactant: [CH3:1][C:2]1[C:3]2[CH:4]=[CH:5][C:6]([NH2:14])=[CH:7][C:8]=2[C:9]([CH3:13])([CH3:12])[CH2:10][CH:11]=1.Br[C:16]1[CH:26]=[CH:25][C:19]([C:20]([O:22][CH2:23][CH3:24])=[O:21])=[CH:18][CH:17]=1.C(=O)([O-])[O-].[Cs+].[Cs+].C1(P(C2C(P(C3C=CC=CC=3)C3C=CC=CC=3)=C(C3C4C(=CC=CC=4)C=CC=3)C3C(C=2)=CC=CC=3)C2C=CC=CC=2)C=CC=CC=1. Product: [CH2:23]([O:22][C:20](=[O:21])[C:19]1[CH:25]=[CH:26][C:16]([NH:14][C:6]2[CH:5]=[CH:4][C:3]3[C:2]([CH3:1])=[CH:11][CH2:10][C:9]([CH3:13])([CH3:12])[C:8]=3[CH:7]=2)=[CH:17][CH:18]=1)[CH3:24]. The catalyst class is: 882. (6) Reactant: [OH:1][C:2]1[CH:7]=[C:6]([O:8][CH3:9])[CH:5]=[CH:4][C:3]=1[C:10]([C:12]1[C:20]2[C:15](=[CH:16][C:17]([O:21][C:22]([F:25])([F:24])[F:23])=[CH:18][CH:19]=2)[N:14]([S:26]([C:29]2[CH:34]=[CH:33][C:32]([CH3:35])=[CH:31][CH:30]=2)(=[O:28])=[O:27])[C:13]=1[CH3:36])=O.Cl.[NH2:38][OH:39].NO. Product: [OH:1][C:2]1[CH:7]=[C:6]([O:8][CH3:9])[CH:5]=[CH:4][C:3]=1[C:10]([C:12]1[C:20]2[C:15](=[CH:16][C:17]([O:21][C:22]([F:25])([F:24])[F:23])=[CH:18][CH:19]=2)[N:14]([S:26]([C:29]2[CH:34]=[CH:33][C:32]([CH3:35])=[CH:31][CH:30]=2)(=[O:28])=[O:27])[C:13]=1[CH3:36])=[N:38][OH:39]. The catalyst class is: 17. (7) Reactant: [C:1]([O:9][CH2:10][C@H:11]1[O:19][C@H:18]2[C@H:14]([N:15]=[C:16]([N:20]([C:23]([O:25][C:26]([CH3:29])([CH3:28])[CH3:27])=[O:24])[CH2:21][CH3:22])[S:17]2)[C@@H:13](O)[C@@H:12]1[O:31][C:32](=[O:39])[C:33]1[CH:38]=[CH:37][CH:36]=[CH:35][CH:34]=1)(=[O:8])[C:2]1[CH:7]=[CH:6][CH:5]=[CH:4][CH:3]=1.CCN(S(F)(F)[F:46])CC. Product: [C:1]([O:9][CH2:10][C@H:11]1[O:19][C@H:18]2[C@H:14]([N:15]=[C:16]([N:20]([C:23]([O:25][C:26]([CH3:29])([CH3:28])[CH3:27])=[O:24])[CH2:21][CH3:22])[S:17]2)[C@@H:13]([F:46])[C@@H:12]1[O:31][C:32](=[O:39])[C:33]1[CH:38]=[CH:37][CH:36]=[CH:35][CH:34]=1)(=[O:8])[C:2]1[CH:7]=[CH:6][CH:5]=[CH:4][CH:3]=1. The catalyst class is: 2. (8) Reactant: [N+:1]([CH2:4][C:5]1(O)[CH2:11][O:10][CH2:9][CH2:8][O:7][CH2:6]1)([O-:3])=[O:2].C(N(CC)CC)C.CS(Cl)(=O)=O. Product: [N+:1]([CH:4]=[C:5]1[CH2:6][O:7][CH2:8][CH2:9][O:10][CH2:11]1)([O-:3])=[O:2]. The catalyst class is: 4.